Dataset: Full USPTO retrosynthesis dataset with 1.9M reactions from patents (1976-2016). Task: Predict the reactants needed to synthesize the given product. Given the product [NH2:21][C:16]1[N:17]([CH2:37][CH:31]2[CH2:36][CH2:35][CH2:34][CH2:33][CH2:32]2)[C:18](=[O:20])[CH:19]=[C:14]([CH2:13][CH2:12][C:8]2[CH:9]=[CH:10][CH:11]=[C:6]([C:2]3[O:1][CH:5]=[CH:4][CH:3]=3)[CH:7]=2)[N:15]=1, predict the reactants needed to synthesize it. The reactants are: [O:1]1[CH:5]=[CH:4][CH:3]=[C:2]1[C:6]1[CH:7]=[C:8]([CH2:12][CH2:13][C:14]2[N:15]=[C:16]([N:21]=CN(C)C)[NH:17][C:18](=[O:20])[CH:19]=2)[CH:9]=[CH:10][CH:11]=1.C(=O)(O)[O-].[K+].[CH:31]1([CH2:37]Br)[CH2:36][CH2:35][CH2:34][CH2:33][CH2:32]1.[OH-].[NH4+].Cl.